Dataset: NCI-60 drug combinations with 297,098 pairs across 59 cell lines. Task: Regression. Given two drug SMILES strings and cell line genomic features, predict the synergy score measuring deviation from expected non-interaction effect. (1) Drug 1: CCC1=CC2CC(C3=C(CN(C2)C1)C4=CC=CC=C4N3)(C5=C(C=C6C(=C5)C78CCN9C7C(C=CC9)(C(C(C8N6C)(C(=O)OC)O)OC(=O)C)CC)OC)C(=O)OC.C(C(C(=O)O)O)(C(=O)O)O. Drug 2: C1CN(CCN1C(=O)CCBr)C(=O)CCBr. Cell line: UACC62. Synergy scores: CSS=50.8, Synergy_ZIP=-5.88, Synergy_Bliss=-3.18, Synergy_Loewe=-25.8, Synergy_HSA=0.203. (2) Drug 1: CN(CC1=CN=C2C(=N1)C(=NC(=N2)N)N)C3=CC=C(C=C3)C(=O)NC(CCC(=O)O)C(=O)O. Drug 2: C1C(C(OC1N2C=NC(=NC2=O)N)CO)O. Cell line: SNB-75. Synergy scores: CSS=26.4, Synergy_ZIP=-9.41, Synergy_Bliss=-2.20, Synergy_Loewe=-35.8, Synergy_HSA=-3.08. (3) Drug 1: C1CCC(C(C1)N)N.C(=O)(C(=O)[O-])[O-].[Pt+4]. Drug 2: C1CN(P(=O)(OC1)NCCCl)CCCl. Cell line: HS 578T. Synergy scores: CSS=-8.48, Synergy_ZIP=-12.7, Synergy_Bliss=-41.0, Synergy_Loewe=-27.3, Synergy_HSA=-45.1.